From a dataset of Catalyst prediction with 721,799 reactions and 888 catalyst types from USPTO. Predict which catalyst facilitates the given reaction. (1) Reactant: [C:1]([O:6][CH2:7][CH3:8])(=[O:5])[C:2]#[C:3][CH3:4].[N:9]([CH2:12][C:13]1[CH:18]=[CH:17][CH:16]=[CH:15][CH:14]=1)=[N+:10]=[N-:11]. Product: [CH2:12]([N:9]1[C:3]([CH3:4])=[C:2]([C:1]([O:6][CH2:7][CH3:8])=[O:5])[N:11]=[N:10]1)[C:13]1[CH:18]=[CH:17][CH:16]=[CH:15][CH:14]=1. The catalyst class is: 11. (2) Reactant: [CH2:1]([CH:3]([CH2:29][CH2:30][CH2:31][CH3:32])[CH2:4][C:5]1[CH:6]=[C:7]2[C:28]3[CH:27]=[CH:26][S:25][C:24]=3[C:20]3[S:21][CH:22]=[CH:23][C:19]=3[C:8]2=[CH:9][C:10]=1[CH2:11][CH:12]([CH2:17][CH3:18])[CH2:13][CH2:14][CH2:15][CH3:16])[CH3:2].C([Li])(C)(C)C.[CH3:38][Sn:39](Cl)([CH3:41])[CH3:40]. Product: [CH2:1]([CH:3]([CH2:29][CH2:30][CH2:31][CH3:32])[CH2:4][C:5]1[CH:6]=[C:7]2[C:28]3[CH:27]=[C:26]([Sn:39]([CH3:41])([CH3:40])[CH3:38])[S:25][C:24]=3[C:20]3[S:21][C:22]([Sn:39]([CH3:41])([CH3:40])[CH3:38])=[CH:23][C:19]=3[C:8]2=[CH:9][C:10]=1[CH2:11][CH:12]([CH2:17][CH3:18])[CH2:13][CH2:14][CH2:15][CH3:16])[CH3:2]. The catalyst class is: 27. (3) Reactant: [Br:1][C:2]1[CH:10]=[C:9]([C:11]([F:14])([F:13])[F:12])[CH:8]=[C:7]2[C:3]=1[CH:4]=[CH:5][NH:6]2.[H-].[Na+].Br[CH:18]([CH3:20])[CH3:19]. Product: [Br:1][C:2]1[CH:10]=[C:9]([C:11]([F:12])([F:13])[F:14])[CH:8]=[C:7]2[C:3]=1[CH:4]=[CH:5][N:6]2[CH:18]([CH3:20])[CH3:19]. The catalyst class is: 3. (4) Reactant: [CH3:1][C:2]1[O:6][C:5]([C:7]2[CH:12]=[CH:11][C:10]([CH3:13])=[CH:9][CH:8]=2)=[N:4][C:3]=1[CH2:14][O:15][C@@H:16]1[CH2:21][CH2:20][CH2:19][C@H:18]([CH2:22][O:23][C:24]([CH3:33])([CH3:32])[C:25]([O:27]C(C)(C)C)=[O:26])[CH2:17]1. Product: [CH3:1][C:2]1[O:6][C:5]([C:7]2[CH:8]=[CH:9][C:10]([CH3:13])=[CH:11][CH:12]=2)=[N:4][C:3]=1[CH2:14][O:15][C@@H:16]1[CH2:21][CH2:20][CH2:19][C@H:18]([CH2:22][O:23][C:24]([CH3:33])([CH3:32])[C:25]([OH:27])=[O:26])[CH2:17]1. The catalyst class is: 55. (5) The catalyst class is: 60. Reactant: CCN(C(C)C)C(C)C.Cl[C:11]1[CH:16]=[N:15][CH:14]=[C:13]([Cl:17])[N:12]=1.Cl.[F:19][C:20]1[CH:21]=[CH:22][C:23]([C@@H:26]([NH2:28])[CH3:27])=[N:24][CH:25]=1. Product: [Cl:17][C:13]1[N:12]=[C:11]([NH:28][C@H:26]([C:23]2[CH:22]=[CH:21][C:20]([F:19])=[CH:25][N:24]=2)[CH3:27])[CH:16]=[N:15][CH:14]=1. (6) Reactant: [C:1]([C:3]1[CH:8]=[CH:7][C:6]([CH:9]([CH3:13])[C:10]([OH:12])=O)=[CH:5][C:4]=1[O:14][CH3:15])#[N:2].[CH2:16]([O:20][C:21]1[C:26]([CH2:27][NH2:28])=[CH:25][CH:24]=[C:23]([C:29]([F:32])([F:31])[F:30])[N:22]=1)[CH2:17][CH2:18][CH3:19].CN(C)CCCN=C=NCC.ON1C2C=CC=CC=2N=N1.C(N(CC)CC)C. Product: [CH2:16]([O:20][C:21]1[C:26]([CH2:27][NH:28][C:10](=[O:12])[CH:9]([C:6]2[CH:7]=[CH:8][C:3]([C:1]#[N:2])=[C:4]([O:14][CH3:15])[CH:5]=2)[CH3:13])=[CH:25][CH:24]=[C:23]([C:29]([F:32])([F:30])[F:31])[N:22]=1)[CH2:17][CH2:18][CH3:19]. The catalyst class is: 115. (7) Reactant: [CH3:1][O:2][C:3](=[O:19])[C@H:4]([CH2:13][CH2:14][C@H:15]([OH:18])[CH2:16][OH:17])[NH:5][C:6]([O:8][C:9]([CH3:12])([CH3:11])[CH3:10])=[O:7].[C:20]([Si:24](Cl)([CH3:26])[CH3:25])([CH3:23])([CH3:22])[CH3:21].N1C=CN=C1.O. Product: [CH3:1][O:2][C:3](=[O:19])[C@H:4]([CH2:13][CH2:14][C@H:15]([OH:18])[CH2:16][O:17][Si:24]([C:20]([CH3:23])([CH3:22])[CH3:21])([CH3:26])[CH3:25])[NH:5][C:6]([O:8][C:9]([CH3:12])([CH3:10])[CH3:11])=[O:7]. The catalyst class is: 4.